This data is from Retrosynthesis with 50K atom-mapped reactions and 10 reaction types from USPTO. The task is: Predict the reactants needed to synthesize the given product. (1) Given the product COC(=O)c1ccc(Nc2ccc(C)nc2)nc1, predict the reactants needed to synthesize it. The reactants are: COC(=O)c1ccc(Cl)nc1.Cc1ccc(N)cn1. (2) Given the product COC(=O)c1ccc(-c2nn(C(=O)c3c(Cl)cccc3C(F)(F)F)c3cc(CO)cnc23)c(F)c1, predict the reactants needed to synthesize it. The reactants are: COC(=O)c1ccc(B(O)O)c(F)c1.O=C(c1c(Cl)cccc1C(F)(F)F)n1nc(Br)c2ncc(CO)cc21. (3) Given the product COC(=O)[C@@H](NC(=O)c1ccc(C#CC#C[C@@H](O)CCO)cc1)C(C)(C)N, predict the reactants needed to synthesize it. The reactants are: C#C[C@@H](O)CCO.COC(=O)[C@@H](NC(=O)c1ccc(C#CBr)cc1)C(C)(C)N. (4) The reactants are: CS(=O)(=O)c1n[nH]c2nc(Cl)nc(NC3CC3)c12.Nc1ccc(N2CCOCC2)cc1. Given the product CS(=O)(=O)c1n[nH]c2nc(Nc3ccc(N4CCOCC4)cc3)nc(NC3CC3)c12, predict the reactants needed to synthesize it. (5) The reactants are: C=CC(=O)OC.Nc1c(I)cc(Br)c2c1C(=O)NC2=O. Given the product COC(=O)/C=C/c1cc(Br)c2c(c1N)C(=O)NC2=O, predict the reactants needed to synthesize it. (6) Given the product Cc1noc(-c2ccc(-c3cccc(C(=O)O)c3)cc2)c1NC(=O)CCc1ccccc1, predict the reactants needed to synthesize it. The reactants are: Cc1noc(-c2ccc(Br)cc2)c1NC(=O)CCc1ccccc1.O=C(O)c1cccc(B(O)O)c1. (7) The reactants are: CCOC(CBr)OCC.NC(=O)CS. Given the product CCOC(CSCC(N)=O)OCC, predict the reactants needed to synthesize it. (8) Given the product C=C(CC(=O)OC)C[Si](C)(C)C, predict the reactants needed to synthesize it. The reactants are: C=C(CC(=O)O)C[Si](C)(C)C.C=[N+]=[N-]. (9) Given the product COC(=O)c1cccc(Oc2cccc([N+](=O)[O-])c2)c1, predict the reactants needed to synthesize it. The reactants are: COC(=O)c1cccc(I)c1.O=[N+]([O-])c1cccc(O)c1. (10) Given the product CC(=O)N1c2ccc(NC(=O)OC(C)(C)C)cc2C(C)=CC1(C)C, predict the reactants needed to synthesize it. The reactants are: CC(=O)Cl.CC1=CC(C)(C)Nc2ccc(NC(=O)OC(C)(C)C)cc21.